From a dataset of Reaction yield outcomes from USPTO patents with 853,638 reactions. Predict the reaction yield, written as a fraction of the theoretical maximum amount of product (1.0 means a 100% yield; for example, 0.34 means a 34% yield). (1) The reactants are [N:1]1[CH:6]=[CH:5][CH:4]=[C:3]([CH:7]=[O:8])[CH:2]=1.[OH-].[K+].[N+:11]([CH2:13][C:14]([N:16]1[CH2:21][CH2:20][O:19][CH2:18][CH2:17]1)=[O:15])#[C-:12]. The catalyst is CO. The product is [N:1]1[CH:6]=[CH:5][CH:4]=[C:3]([C@@H:7]2[O:8][CH:12]=[N:11][C@H:13]2[C:14]([N:16]2[CH2:17][CH2:18][O:19][CH2:20][CH2:21]2)=[O:15])[CH:2]=1. The yield is 0.725. (2) The reactants are [NH2:1][C:2]1[CH:3]=[C:4]([NH:9][C:10](=[O:22])[C:11]2[CH:16]=[CH:15][CH:14]=[C:13]([C:17]([C:20]#[N:21])([CH3:19])[CH3:18])[CH:12]=2)[CH:5]=[CH:6][C:7]=1[CH3:8].[ClH:23]. The catalyst is O1CCOCC1. The product is [ClH:23].[NH2:1][C:2]1[CH:3]=[C:4]([NH:9][C:10](=[O:22])[C:11]2[CH:16]=[CH:15][CH:14]=[C:13]([C:17]([C:20]#[N:21])([CH3:19])[CH3:18])[CH:12]=2)[CH:5]=[CH:6][C:7]=1[CH3:8]. The yield is 0.830. (3) The reactants are [NH:1]1[CH2:4][CH:3]([C:5]([O:7][CH3:8])=[O:6])[CH2:2]1.C([O-])([O-])=O.[K+].[K+].[F:15][C:16]1[CH:32]=[CH:31][C:19]([CH2:20][O:21][CH2:22][C:23]([NH:25][CH2:26][CH2:27][CH2:28][CH2:29]I)=[O:24])=[CH:18][CH:17]=1.O. The catalyst is CC#N. The product is [F:15][C:16]1[CH:17]=[CH:18][C:19]([CH2:20][O:21][CH2:22][C:23]([NH:25][CH2:26][CH2:27][CH2:28][CH2:29][N:1]2[CH2:4][CH:3]([C:5]([O:7][CH3:8])=[O:6])[CH2:2]2)=[O:24])=[CH:31][CH:32]=1. The yield is 0.730. (4) The reactants are [CH3:1][C:2]([CH3:9])([CH2:7][OH:8])[C:3]([O:5][CH3:6])=[O:4].[C:10]1([CH3:20])[CH:15]=[CH:14][C:13]([S:16](Cl)(=[O:18])=[O:17])=[CH:12][CH:11]=1.N1C=CC=CC=1. The catalyst is CN(C)C1C=CN=CC=1.C1(C)C=CC=CC=1. The product is [CH3:1][C:2]([CH3:9])([CH2:7][O:8][S:16]([C:13]1[CH:14]=[CH:15][C:10]([CH3:20])=[CH:11][CH:12]=1)(=[O:18])=[O:17])[C:3]([O:5][CH3:6])=[O:4]. The yield is 1.00. (5) The reactants are [CH2:1]([Si:3]([CH2:35][CH3:36])([CH2:33][CH3:34])[O:4][C@H:5](/[CH:18]=[CH:19]/[Sn](CCCC)(CCCC)CCCC)[CH2:6][O:7][C:8]1[CH:13]=[CH:12][CH:11]=[C:10]([C:14]([F:17])([F:16])[F:15])[CH:9]=1)[CH3:2].C([Li])CCC.[Cu](C#N)C#N.C[Li].[CH2:49]([C:52]1[C:53](=[O:65])[CH2:54][C@@H:55]([O:57][Si:58]([C:61]([CH3:64])([CH3:63])[CH3:62])([CH3:60])[CH3:59])[CH:56]=1)[CH:50]=[CH2:51].[NH4+].[Cl-].[NH4+].[OH-]. The catalyst is O1CCCC1. The product is [CH2:49]([C@@H:52]1[C@@H:56](/[CH:19]=[CH:18]/[C@@H:5]([O:4][Si:3]([CH2:35][CH3:36])([CH2:1][CH3:2])[CH2:33][CH3:34])[CH2:6][O:7][C:8]2[CH:13]=[CH:12][CH:11]=[C:10]([C:14]([F:17])([F:16])[F:15])[CH:9]=2)[C@H:55]([O:57][Si:58]([C:61]([CH3:64])([CH3:63])[CH3:62])([CH3:59])[CH3:60])[CH2:54][C:53]1=[O:65])[CH:50]=[CH2:51]. The yield is 0.377. (6) The reactants are [Br:1][C:2]1[CH:13]=[CH:12][C:5]2[O:6][CH2:7][CH2:8][CH2:9][C:10](=[O:11])[C:4]=2[CH:3]=1.[Br:14]Br. The catalyst is CCOCC. The product is [Br:14][CH:9]1[CH2:8][CH2:7][O:6][C:5]2[CH:12]=[CH:13][C:2]([Br:1])=[CH:3][C:4]=2[C:10]1=[O:11]. The yield is 0.890. (7) The reactants are [Cl:1][C:2]([F:35])([F:34])[O:3][C:4]1[C:5](F)=[C:6]([F:32])[CH:7]=[C:8]2[C:13]=1[N:12]([C:14]1[CH:19]=[CH:18][C:17]([CH2:20][N:21]3[CH2:25][CH2:24][CH2:23][CH2:22]3)=[CH:16][CH:15]=1)[CH:11]=[C:10]([C:26]([O:28][CH2:29][CH3:30])=[O:27])[C:9]2=[O:31].[N:36]1[CH:41]=[CH:40][CH:39]=[CH:38][C:37]=1[N:42]1[CH2:47][CH2:46][NH:45][CH2:44][CH2:43]1.CCN(C(C)C)C(C)C. The catalyst is CS(C)=O. The product is [Cl:1][C:2]([F:34])([F:35])[O:3][C:4]1[C:5]([N:45]2[CH2:46][CH2:47][N:42]([C:37]3[CH:38]=[CH:39][CH:40]=[CH:41][N:36]=3)[CH2:43][CH2:44]2)=[C:6]([F:32])[CH:7]=[C:8]2[C:13]=1[N:12]([C:14]1[CH:19]=[CH:18][C:17]([CH2:20][N:21]3[CH2:25][CH2:24][CH2:23][CH2:22]3)=[CH:16][CH:15]=1)[CH:11]=[C:10]([C:26]([O:28][CH2:29][CH3:30])=[O:27])[C:9]2=[O:31]. The yield is 0.600. (8) The product is [C:16]1([CH2:22][CH2:23][NH:24][S:10]([NH:13][C:14](=[O:15])[O:8][CH2:1][C:2]2[CH:7]=[CH:6][CH:5]=[CH:4][CH:3]=2)(=[O:12])=[O:11])[CH:21]=[CH:20][CH:19]=[CH:18][CH:17]=1. The catalyst is ClCCl.C(OCC)(=O)C.N1C=CC=CC=1. The reactants are [CH2:1]([OH:8])[C:2]1[CH:7]=[CH:6][CH:5]=[CH:4][CH:3]=1.Cl[S:10]([N:13]=[C:14]=[O:15])(=[O:12])=[O:11].[C:16]1([CH2:22][CH2:23][NH2:24])[CH:21]=[CH:20][CH:19]=[CH:18][CH:17]=1.Cl. The yield is 0.880.